This data is from Reaction yield outcomes from USPTO patents with 853,638 reactions. The task is: Predict the reaction yield, written as a fraction of the theoretical maximum amount of product (1.0 means a 100% yield; for example, 0.34 means a 34% yield). (1) The reactants are [C:1]([O:9]C(C)(C)C)(=[O:8])/[CH:2]=[CH:3]/[CH2:4][CH2:5][CH:6]=[CH2:7].C(O)(C(F)(F)F)=O. The catalyst is C(Cl)Cl. The product is [C:1]([OH:9])(=[O:8])[CH:2]=[CH:3][CH2:4][CH2:5][CH:6]=[CH2:7]. The yield is 0.680. (2) The yield is 0.840. The product is [CH3:1][CH:2]([S:4]([O:7][C:8]1[CH:13]=[CH:12][CH:11]=[C:10]([C:14]2([C:22]3[CH:27]=[CH:26][CH:25]=[C:24]([Br:28])[CH:23]=3)[C:18](=[O:19])[N:17]([CH3:20])[C:16]([NH2:29])=[N:15]2)[CH:9]=1)(=[O:5])=[O:6])[CH3:3]. The reactants are [CH3:1][CH:2]([S:4]([O:7][C:8]1[CH:13]=[CH:12][CH:11]=[C:10]([C:14]2([C:22]3[CH:27]=[CH:26][CH:25]=[C:24]([Br:28])[CH:23]=3)[C:18](=[O:19])[N:17]([CH3:20])[C:16](=S)[NH:15]2)[CH:9]=1)(=[O:6])=[O:5])[CH3:3].[NH3:29].C(OO)(C)(C)C. No catalyst specified. (3) The reactants are [CH3:1][O:2][C:3](=[O:9])[CH2:4][CH:5]([NH:7][CH3:8])[CH3:6].[C:10]([O:14][CH3:15])(=[O:13])[CH:11]=[CH2:12]. No catalyst specified. The product is [CH3:1][O:2][C:3](=[O:9])[CH2:4][CH:5]([N:7]([CH2:12][CH2:11][C:10]([O:14][CH3:15])=[O:13])[CH3:8])[CH3:6]. The yield is 0.580. (4) The reactants are [CH2:1]([NH2:8])[C:2]1[CH:7]=[CH:6][CH:5]=[CH:4][CH:3]=1.[OH:9][C:10]1[CH:15]=[CH:14][C:13]([CH2:16][CH2:17][C:18](OC)=[O:19])=[CH:12][CH:11]=1. The catalyst is Cl. The product is [CH2:1]([NH:8][C:18](=[O:19])[CH2:17][CH2:16][C:13]1[CH:14]=[CH:15][C:10]([OH:9])=[CH:11][CH:12]=1)[C:2]1[CH:7]=[CH:6][CH:5]=[CH:4][CH:3]=1. The yield is 0.980. (5) The reactants are Br[C:2]1[CH:3]=[C:4]2[C:9]([NH:10][C@H:11]3[C:15]([CH3:17])([CH3:16])[CH2:14][N:13]([C:18]([C:20]4([C:23]#[N:24])[CH2:22][CH2:21]4)=[O:19])[CH2:12]3)=[C:8]([C:25]([NH2:27])=[O:26])[CH:7]=[N:6][N:5]2[CH:28]=1.[CH3:29][O:30][C:31]1[CH:36]=[C:35](B(O)O)[CH:34]=[CH:33][N:32]=1.CC(C1C=C(C(C)C)C(C2C=CC=CC=2P(C2CCCCC2)C2CCCCC2)=C(C(C)C)C=1)C.P([O-])([O-])([O-])=O.[K+].[K+].[K+]. The catalyst is O1CCOCC1.C([O-])(=O)C.[Pd+2].C([O-])(=O)C. The product is [C:23]([C:20]1([C:18]([N:13]2[CH2:14][C:15]([CH3:17])([CH3:16])[CH:11]([NH:10][C:9]3[C:4]4[N:5]([CH:28]=[C:2]([C:35]5[CH:34]=[CH:33][N:32]=[C:31]([O:30][CH3:29])[CH:36]=5)[CH:3]=4)[N:6]=[CH:7][C:8]=3[C:25]([NH2:27])=[O:26])[CH2:12]2)=[O:19])[CH2:21][CH2:22]1)#[N:24]. The yield is 0.170.